Task: Regression. Given a peptide amino acid sequence and an MHC pseudo amino acid sequence, predict their binding affinity value. This is MHC class I binding data.. Dataset: Peptide-MHC class I binding affinity with 185,985 pairs from IEDB/IMGT (1) The peptide sequence is ATAKAAAAY. The MHC is HLA-A01:01 with pseudo-sequence HLA-A01:01. The binding affinity (normalized) is 0.750. (2) The peptide sequence is TDAAVKNWM. The MHC is Mamu-B01 with pseudo-sequence Mamu-B01. The binding affinity (normalized) is 0. (3) The peptide sequence is EHRSRMVGLL. The MHC is Mamu-B17 with pseudo-sequence Mamu-B17. The binding affinity (normalized) is 0.220. (4) The MHC is H-2-Db with pseudo-sequence H-2-Db. The peptide sequence is GMRQNATEI. The binding affinity (normalized) is 0.657. (5) The binding affinity (normalized) is 0.0781. The MHC is H-2-Kb with pseudo-sequence H-2-Kb. The peptide sequence is ISESITKTL. (6) The peptide sequence is KQIANQFNK. The MHC is HLA-A33:01 with pseudo-sequence HLA-A33:01. The binding affinity (normalized) is 0.